Task: Predict which catalyst facilitates the given reaction.. Dataset: Catalyst prediction with 721,799 reactions and 888 catalyst types from USPTO (1) Reactant: [Br:1][C:2]1[S:3][C:4]([CH:7]=O)=[CH:5][CH:6]=1.Cl.[NH2:10][OH:11]. Product: [Br:1][C:2]1[S:3][C:4]([CH:7]=[N:10][OH:11])=[CH:5][CH:6]=1. The catalyst class is: 17. (2) Reactant: [C:1]([NH:9][C:10](=[S:24])[NH:11][C:12]1[CH:13]=[C:14]([NH:20][C:21](=[O:23])[CH3:22])[CH:15]=[CH:16][C:17]=1[O:18][CH3:19])(=[O:8])[C:2]1[CH:7]=[CH:6][CH:5]=[CH:4][CH:3]=1.Br.CS(C)=O. Product: [C:21]([NH:20][C:14]1[C:13]2[S:24][C:10]([NH:9][C:1](=[O:8])[C:2]3[CH:3]=[CH:4][CH:5]=[CH:6][CH:7]=3)=[N:11][C:12]=2[C:17]([O:18][CH3:19])=[CH:16][CH:15]=1)(=[O:23])[CH3:22]. The catalyst class is: 15. (3) Reactant: Cl[C:2]1[C:11]2[C:6](=[CH:7][C:8]([F:13])=[CH:9][C:10]=2[F:12])[N:5]=[C:4]([N:14]2[CH2:18][C:17]([CH3:20])([CH3:19])[CH2:16][C:15]2=[O:21])[C:3]=1[CH3:22].[O:23]1[CH2:28][CH2:27][N:26]([C:29]2[CH:30]=[C:31]([NH2:35])[CH:32]=[N:33][CH:34]=2)[CH2:25][CH2:24]1. Product: [F:12][C:10]1[CH:9]=[C:8]([F:13])[CH:7]=[C:6]2[C:11]=1[C:2]([NH:35][C:31]1[CH:32]=[N:33][CH:34]=[C:29]([N:26]3[CH2:27][CH2:28][O:23][CH2:24][CH2:25]3)[CH:30]=1)=[C:3]([CH3:22])[C:4]([N:14]1[CH2:18][C:17]([CH3:20])([CH3:19])[CH2:16][C:15]1=[O:21])=[N:5]2. The catalyst class is: 11. (4) Reactant: [ClH:1].O.[H][H].[N:5]1([CH:11]2[CH2:16][CH2:15][N:14](CC3C=CC=CC=3)[CH2:13][CH2:12]2)[CH2:10][CH2:9][O:8][CH2:7][CH2:6]1. The catalyst class is: 105. Product: [ClH:1].[ClH:1].[N:5]1([CH:11]2[CH2:16][CH2:15][NH:14][CH2:13][CH2:12]2)[CH2:10][CH2:9][O:8][CH2:7][CH2:6]1.